Dataset: Catalyst prediction with 721,799 reactions and 888 catalyst types from USPTO. Task: Predict which catalyst facilitates the given reaction. Reactant: [CH:1]1([CH2:4][N:5]2[C:9]3[CH:10]=[CH:11][C:12]([C:16]4[CH:30]=[CH:29][C:19]([CH2:20][N:21]5[CH2:25][C:24](=[O:26])[N:23]([CH3:27])[C:22]5=[O:28])=[CH:18][CH:17]=4)=[C:13]([CH:14]=[CH2:15])[C:8]=3[N:7]=[N:6]2)[CH2:3][CH2:2]1. Product: [CH:1]1([CH2:4][N:5]2[C:9]3[CH:10]=[CH:11][C:12]([C:16]4[CH:30]=[CH:29][C:19]([CH2:20][N:21]5[CH2:25][C:24](=[O:26])[N:23]([CH3:27])[C:22]5=[O:28])=[CH:18][CH:17]=4)=[C:13]([CH2:14][CH3:15])[C:8]=3[N:7]=[N:6]2)[CH2:3][CH2:2]1. The catalyst class is: 50.